The task is: Predict the reaction yield, written as a fraction of the theoretical maximum amount of product (1.0 means a 100% yield; for example, 0.34 means a 34% yield).. This data is from Reaction yield outcomes from USPTO patents with 853,638 reactions. (1) The reactants are [NH2:1][C:2]1[CH:7]=[CH:6][C:5]([NH:8][C:9]([N:11]2[CH2:16][CH2:15][N:14]([C:17]3[C:26]4[C:21](=[CH:22][C:23]([O:29][CH3:30])=[C:24]([O:27][CH3:28])[CH:25]=4)[N:20]=[CH:19][N:18]=3)[CH2:13][CH2:12]2)=[O:10])=[CH:4][CH:3]=1.[CH2:31]([N:33]=[C:34]=[S:35])[CH3:32].O.[Cl-].[Na+]. The catalyst is CN(C)C=O. The product is [CH3:28][O:27][C:24]1[CH:25]=[C:26]2[C:21](=[CH:22][C:23]=1[O:29][CH3:30])[N:20]=[CH:19][N:18]=[C:17]2[N:14]1[CH2:13][CH2:12][N:11]([C:9]([NH:8][C:5]2[CH:6]=[CH:7][C:2]([NH:1][C:34]([NH:33][CH2:31][CH3:32])=[S:35])=[CH:3][CH:4]=2)=[O:10])[CH2:16][CH2:15]1. The yield is 0.330. (2) The reactants are [OH:1][C:2]1[CH:3]=[C:4]([CH:9]=[C:10]([O:13][CH3:14])[C:11]=1[OH:12])[C:5]([O:7][CH3:8])=[O:6].[C:15]([O-])([O-])=O.[K+].[K+]. The catalyst is CC(C)=O. The product is [CH3:14][O:13][C:10]1[C:11]2[O:12][CH2:15][O:1][C:2]=2[CH:3]=[C:4]([C:5]([O:7][CH3:8])=[O:6])[CH:9]=1. The yield is 0.800. (3) The reactants are [Br:1][C:2]1[CH:7]=[CH:6][C:5]([C:8]2[C:12]3[CH2:13][N:14]([C:17](=[O:19])[CH3:18])[CH2:15][CH2:16][C:11]=3[N:10]([CH2:20][C@H:21]3[CH2:23][O:22]3)[N:9]=2)=[CH:4][CH:3]=1.[CH3:24][C:25]1[CH:30]=[CH:29][C:28]([Cl:31])=[CH:27][C:26]=1[N:32]1[CH2:37][CH2:36][NH:35][CH2:34][CH2:33]1. The catalyst is CCO.C(Cl)Cl. The product is [Br:1][C:2]1[CH:3]=[CH:4][C:5]([C:8]2[C:12]3[CH2:13][N:14]([C:17](=[O:19])[CH3:18])[CH2:15][CH2:16][C:11]=3[N:10]([CH2:20][C@H:21]([OH:22])[CH2:23][N:35]3[CH2:34][CH2:33][N:32]([C:26]4[CH:27]=[C:28]([Cl:31])[CH:29]=[CH:30][C:25]=4[CH3:24])[CH2:37][CH2:36]3)[N:9]=2)=[CH:6][CH:7]=1. The yield is 0.610. (4) The reactants are [OH-].[Na+].C[O:4][C:5](=[O:40])[CH2:6][C:7]1[CH:8]=[N:9][CH:10]=[C:11]([C:13]2[CH:18]=[CH:17][C:16]([C:19]([C:24]3[CH:29]=[CH:28][C:27]([O:30][CH2:31][C:32](=[O:37])[C:33]([CH3:36])([CH3:35])[CH3:34])=[C:26]([CH3:38])[CH:25]=3)([CH2:22][CH3:23])[CH2:20][CH3:21])=[CH:15][C:14]=2[CH3:39])[CH:12]=1.[Cl-].[NH4+]. The catalyst is CO. The product is [CH3:36][C:33]([CH3:34])([CH3:35])[C:32](=[O:37])[CH2:31][O:30][C:27]1[CH:28]=[CH:29][C:24]([C:19]([C:16]2[CH:17]=[CH:18][C:13]([C:11]3[CH:12]=[C:7]([CH2:6][C:5]([OH:40])=[O:4])[CH:8]=[N:9][CH:10]=3)=[C:14]([CH3:39])[CH:15]=2)([CH2:20][CH3:21])[CH2:22][CH3:23])=[CH:25][C:26]=1[CH3:38]. The yield is 0.840. (5) The reactants are Br[C:2]1[CH:3]=[CH:4][C:5]([CH3:34])=[C:6]([NH:8][C:9](=[O:33])[C:10]2[CH:15]=[CH:14][C:13]([NH:16][C:17]3[N:26]=[C:25]([C:27]4[CH:32]=[CH:31][CH:30]=[CH:29][CH:28]=4)[C:24]4[C:19](=[CH:20][CH:21]=[CH:22][CH:23]=4)[N:18]=3)=[CH:12][CH:11]=2)[CH:7]=1.[N:35]1[N:36](B(O)O)[CH:37]=[CH:38][CH:39]=1.C(=O)([O-])[O-].[K+].[K+]. The catalyst is O1CCOCC1.C1C=CC([P]([Pd]([P](C2C=CC=CC=2)(C2C=CC=CC=2)C2C=CC=CC=2)([P](C2C=CC=CC=2)(C2C=CC=CC=2)C2C=CC=CC=2)[P](C2C=CC=CC=2)(C2C=CC=CC=2)C2C=CC=CC=2)(C2C=CC=CC=2)C2C=CC=CC=2)=CC=1. The product is [CH3:34][C:5]1[CH:4]=[CH:3][C:2]([C:37]2[NH:36][N:35]=[CH:39][CH:38]=2)=[CH:7][C:6]=1[NH:8][C:9](=[O:33])[C:10]1[CH:11]=[CH:12][C:13]([NH:16][C:17]2[N:26]=[C:25]([C:27]3[CH:32]=[CH:31][CH:30]=[CH:29][CH:28]=3)[C:24]3[C:19](=[CH:20][CH:21]=[CH:22][CH:23]=3)[N:18]=2)=[CH:14][CH:15]=1. The yield is 0.690.